Dataset: Reaction yield outcomes from USPTO patents with 853,638 reactions. Task: Predict the reaction yield, written as a fraction of the theoretical maximum amount of product (1.0 means a 100% yield; for example, 0.34 means a 34% yield). (1) The reactants are Br[C:2]1[CH:7]=[CH:6][CH:5]=[C:4]([Br:8])[N:3]=1.C([Li])CCC.CCCCCC.[CH3:20][N:21]1[CH2:26][CH2:25][CH:24]([C:27](N(C)OC)=[O:28])[CH2:23][CH2:22]1.[OH-].[Na+]. The catalyst is ClCCl. The product is [Br:8][C:4]1[CH:5]=[CH:6][CH:7]=[C:2]([C:27]([CH:24]2[CH2:25][CH2:26][N:21]([CH3:20])[CH2:22][CH2:23]2)=[O:28])[N:3]=1. The yield is 0.740. (2) The product is [N:24]([CH2:19][C:18]([NH:17][C:14]1[CH:13]=[CH:12][CH:11]=[C:10]2[C:15]=1[CH2:16][N:8]([CH:7]1[CH2:6][CH2:5][C:4](=[O:23])[NH:3][C:2]1=[O:1])[C:9]2=[O:22])=[O:21])=[N+:25]=[N-:26]. The catalyst is CC(C)=O.ClCCl.O. The reactants are [O:1]=[C:2]1[CH:7]([N:8]2[CH2:16][C:15]3[C:10](=[CH:11][CH:12]=[CH:13][C:14]=3[NH:17][C:18](=[O:21])[CH2:19]Cl)[C:9]2=[O:22])[CH2:6][CH2:5][C:4](=[O:23])[NH:3]1.[N-:24]=[N+:25]=[N-:26].[Na+].[Na+].[I-]. The yield is 0.930. (3) The reactants are [Br:1][C:2]1[CH:3]=[C:4]([S:8](Cl)(=[O:10])=[O:9])[CH:5]=[N:6][CH:7]=1.[NH2:12][C:13]([CH3:18])([CH2:16][OH:17])[CH2:14][OH:15]. No catalyst specified. The product is [OH:15][CH2:14][C:13]([NH:12][S:8]([C:4]1[CH:5]=[N:6][CH:7]=[C:2]([Br:1])[CH:3]=1)(=[O:10])=[O:9])([CH2:16][OH:17])[CH3:18]. The yield is 0.260. (4) The reactants are [CH3:1][O:2][C:3]1[CH:8]=[C:7]([CH2:9][C:10]2[C:15](=[O:16])[NH:14][C:13]([CH3:17])=[N:12][C:11]=2[CH2:18][CH2:19][CH3:20])[CH:6]=[CH:5][C:4]=1[C:21]1[C:22]([C:27]#[N:28])=[CH:23][CH:24]=[CH:25][CH:26]=1.[CH:29]([O:32][C:33]1[CH:38]=[CH:37][C:36](B(O)O)=[CH:35][CH:34]=1)([CH3:31])[CH3:30].C([N:44](CC)CC)C.N1C=CC=CC=1.[C:55]([O:58]CC)(=[O:57])C. The catalyst is ClCCl.C([O-])(=O)C.[Cu+2].C([O-])(=O)C. The product is [CH:29]([O:32][C:33]1[CH:38]=[CH:37][C:36]([N:14]2[C:15](=[O:16])[C:10]([CH2:9][C:7]3[CH:6]=[CH:5][C:4]([C:21]4[CH:26]=[CH:25][CH:24]=[CH:23][C:22]=4[C:27]4[NH:44][C:55](=[O:57])[O:58][N:28]=4)=[C:3]([O:2][CH3:1])[CH:8]=3)=[C:11]([CH2:18][CH2:19][CH3:20])[N:12]=[C:13]2[CH3:17])=[CH:35][CH:34]=1)([CH3:31])[CH3:30]. The yield is 0.580. (5) The reactants are [Cl:1][C:2]1[CH:10]=[C:9]2[C:5]([C:6]([C:11]([O:13][CH3:14])=[O:12])=[CH:7][NH:8]2)=[CH:4][C:3]=1B1OCC(C)(C)CO1.Br[C:24]1[CH:37]=[CH:36][C:27]([O:28][C@H:29]2[CH2:34][CH2:33][CH2:32][CH2:31][C@@H:30]2[OH:35])=[CH:26][CH:25]=1.C(=O)([O-])[O-].[K+].[K+].C(OCC)(=O)C. The catalyst is C1(C)C=CC=CC=1.C(O)C.C1C=CC(P(C2C=CC=CC=2)[C-]2C=CC=C2)=CC=1.C1C=CC(P(C2C=CC=CC=2)[C-]2C=CC=C2)=CC=1.Cl[Pd]Cl.[Fe+2]. The product is [Cl:1][C:2]1[CH:10]=[C:9]2[C:5]([C:6]([C:11]([O:13][CH3:14])=[O:12])=[CH:7][NH:8]2)=[CH:4][C:3]=1[C:24]1[CH:37]=[CH:36][C:27]([O:28][C@H:29]2[CH2:34][CH2:33][CH2:32][CH2:31][C@@H:30]2[OH:35])=[CH:26][CH:25]=1. The yield is 0.900. (6) The reactants are B(Br)(Br)Br.[Cl:5][C:6]1[N:10]([CH2:11][N:12]2[CH2:16][CH:15]([CH2:17][CH2:18][CH3:19])[CH2:14][C:13]2=[O:20])[C:9]2[CH:21]=[C:22]([O:25]C)[CH:23]=[CH:24][C:8]=2[N:7]=1.C([O-])(O)=O.[Na+]. The catalyst is C(Cl)Cl. The product is [Cl:5][C:6]1[N:10]([CH2:11][N:12]2[CH2:16][CH:15]([CH2:17][CH2:18][CH3:19])[CH2:14][C:13]2=[O:20])[C:9]2[CH:21]=[C:22]([OH:25])[CH:23]=[CH:24][C:8]=2[N:7]=1. The yield is 0.350. (7) The reactants are Br[C:2]1[CH:3]=[C:4]2[C:8](=[CH:9][C:10]=1[Cl:11])[NH:7][N:6]=[C:5]2[C:12]([OH:14])=[O:13].[O:15]1[CH2:20][CH2:19][O:18][C:17]2[CH:21]=[C:22](B(O)O)[CH:23]=[CH:24][C:16]1=2.C(=O)([O-])[O-].[K+].[K+]. The catalyst is C1(C)C=CC=CC=1.CCO. The product is [Cl:11][C:10]1[CH:9]=[C:8]2[C:4]([C:5]([C:12]([OH:14])=[O:13])=[N:6][NH:7]2)=[CH:3][C:2]=1[C:22]1[CH:23]=[CH:24][C:16]2[O:15][CH2:20][CH2:19][O:18][C:17]=2[CH:21]=1. The yield is 0.100.